Dataset: NCI-60 drug combinations with 297,098 pairs across 59 cell lines. Task: Regression. Given two drug SMILES strings and cell line genomic features, predict the synergy score measuring deviation from expected non-interaction effect. (1) Drug 1: COC1=CC(=CC(=C1O)OC)C2C3C(COC3=O)C(C4=CC5=C(C=C24)OCO5)OC6C(C(C7C(O6)COC(O7)C8=CC=CS8)O)O. Drug 2: CC1=CC=C(C=C1)C2=CC(=NN2C3=CC=C(C=C3)S(=O)(=O)N)C(F)(F)F. Cell line: HOP-62. Synergy scores: CSS=39.6, Synergy_ZIP=4.81, Synergy_Bliss=6.64, Synergy_Loewe=-22.9, Synergy_HSA=6.49. (2) Drug 1: C1=C(C(=O)NC(=O)N1)F. Drug 2: CC1=C(C(CCC1)(C)C)C=CC(=CC=CC(=CC(=O)O)C)C. Cell line: U251. Synergy scores: CSS=28.9, Synergy_ZIP=-10.3, Synergy_Bliss=-10.1, Synergy_Loewe=-15.3, Synergy_HSA=-14.1. (3) Drug 1: CC1=C(C(=CC=C1)Cl)NC(=O)C2=CN=C(S2)NC3=CC(=NC(=N3)C)N4CCN(CC4)CCO. Drug 2: CC12CCC3C(C1CCC2O)C(CC4=C3C=CC(=C4)O)CCCCCCCCCS(=O)CCCC(C(F)(F)F)(F)F. Cell line: OVCAR-8. Synergy scores: CSS=6.61, Synergy_ZIP=0.587, Synergy_Bliss=4.05, Synergy_Loewe=-1.34, Synergy_HSA=1.25. (4) Drug 1: CC1=C(C(CCC1)(C)C)C=CC(=CC=CC(=CC(=O)O)C)C. Drug 2: C(CC(=O)O)C(=O)CN.Cl. Cell line: NCIH23. Synergy scores: CSS=1.89, Synergy_ZIP=-2.80, Synergy_Bliss=-3.46, Synergy_Loewe=-3.42, Synergy_HSA=-3.41.